From a dataset of Forward reaction prediction with 1.9M reactions from USPTO patents (1976-2016). Predict the product of the given reaction. (1) Given the reactants [N+:1]([C:4]1[CH:5]=[N:6][CH:7]=[CH:8][C:9]=1[CH:10]=[C:11]1[CH2:16][CH2:15][N:14]([C:17]([O:19][C:20]([CH3:23])([CH3:22])[CH3:21])=[O:18])[CH2:13][CH2:12]1)([O-])=O, predict the reaction product. The product is: [NH2:1][C:4]1[CH:5]=[N:6][CH:7]=[CH:8][C:9]=1[CH2:10][CH:11]1[CH2:12][CH2:13][N:14]([C:17]([O:19][C:20]([CH3:23])([CH3:22])[CH3:21])=[O:18])[CH2:15][CH2:16]1. (2) Given the reactants [F:1][C:2]([F:13])([F:12])[C:3]1[CH:4]=[C:5](B(O)O)[CH:6]=[CH:7][CH:8]=1.Cl[C:15]1[N:20]=[C:19]([NH2:21])[N:18]=[C:17]([NH:22][CH:23]2[CH2:27][CH2:26][CH2:25][CH2:24]2)[CH:16]=1, predict the reaction product. The product is: [CH:23]1([NH:22][C:17]2[CH:16]=[C:15]([C:5]3[CH:6]=[CH:7][CH:8]=[C:3]([C:2]([F:13])([F:12])[F:1])[CH:4]=3)[N:20]=[C:19]([NH2:21])[N:18]=2)[CH2:24][CH2:25][CH2:26][CH2:27]1. (3) The product is: [Cl:8][C:5]1[CH:6]=[CH:7][C:2]2[N:1]=[C:16]([CH:13]3[CH2:14][CH2:15][NH:10][CH2:11][CH2:12]3)[O:9][C:3]=2[CH:4]=1. Given the reactants [NH2:1][C:2]1[CH:7]=[CH:6][C:5]([Cl:8])=[CH:4][C:3]=1[OH:9].[N:10]1(C(OC(C)(C)C)=O)[CH2:15][CH2:14][CH:13]([C:16]([O-])=O)[CH2:12][CH2:11]1, predict the reaction product. (4) Given the reactants [Na].[CH3:2][C:3]1[CH:4]=[C:5]2[C:9](=[CH:10][CH:11]=1)[C:8](=[O:12])[N:7]([CH:13]([C:20]1[CH:25]=[CH:24][CH:23]=[CH:22][CH:21]=1)COS(C)(=O)=O)[CH2:6]2.O.[CH2:27](O)[CH3:28], predict the reaction product. The product is: [CH3:2][C:3]1[CH:4]=[C:5]2[C:9](=[CH:10][CH:11]=1)[C:8](=[O:12])[N:7]([CH2:13][CH:20]=[CH:25][C:24]1[CH:23]=[CH:22][CH:21]=[CH:28][CH:27]=1)[CH2:6]2. (5) Given the reactants Cl[C:2]1[S:3][C:4](Cl)=[C:5]2[C:9](=[O:10])[CH2:8][CH2:7][C:6]=12.[N:12]1[CH:17]=[CH:16][C:15](B(O)O)=[CH:14][CH:13]=1.C([O-])(O)=O.[Na+], predict the reaction product. The product is: [N:12]1[CH:17]=[CH:16][C:15]([C:2]2[S:3][C:4]([C:15]3[CH:16]=[CH:17][N:12]=[CH:13][CH:14]=3)=[C:5]3[C:9](=[O:10])[CH2:8][CH2:7][C:6]=23)=[CH:14][CH:13]=1. (6) Given the reactants [CH3:1][C:2]1[CH:7]=[C:6]([N+:8]([O-:10])=[O:9])[CH:5]=[CH:4][C:3]=1[NH:11][C:12](=[O:19])[O:13][CH2:14][CH2:15][CH2:16][CH2:17]Cl.[K].CC(C)([O-])C, predict the reaction product. The product is: [CH3:1][C:2]1[CH:7]=[C:6]([N+:8]([O-:10])=[O:9])[CH:5]=[CH:4][C:3]=1[N:11]1[CH2:17][CH2:16][CH2:15][CH2:14][O:13][C:12]1=[O:19].